Dataset: Reaction yield outcomes from USPTO patents with 853,638 reactions. Task: Predict the reaction yield, written as a fraction of the theoretical maximum amount of product (1.0 means a 100% yield; for example, 0.34 means a 34% yield). (1) The reactants are [CH2:1]1[C:9]2[C:4](=[CH:5][CH:6]=[CH:7][CH:8]=2)[CH2:3][C:2]1=O.C(O)(C)C.Cl.[CH3:16][O:17][C:18]1[CH:23]=[CH:22][C:21]([NH:24]N)=[CH:20][CH:19]=1.C([O-])(O)=O.[Na+]. The catalyst is O. The product is [CH3:16][O:17][C:18]1[CH:19]=[C:20]2[C:21](=[CH:22][CH:23]=1)[NH:24][C:2]1[CH2:3][C:4]3[C:9]([C:1]2=1)=[CH:8][CH:7]=[CH:6][CH:5]=3. The yield is 0.967. (2) The reactants are Cl[C:2]1[C:3]2[CH:10]=[C:9]([C:11]3[CH:16]=[CH:15][C:14]([F:17])=[CH:13][CH:12]=3)[S:8][C:4]=2[N:5]=[CH:6][N:7]=1.[Cl:18][C:19]1[CH:20]=[C:21]([CH:23]=[CH:24][C:25]=1[F:26])[NH2:22]. The catalyst is ClCCCl.CC(O)(C)C. The product is [Cl:18][C:19]1[CH:20]=[C:21]([NH:22][C:2]2[C:3]3[CH:10]=[C:9]([C:11]4[CH:16]=[CH:15][C:14]([F:17])=[CH:13][CH:12]=4)[S:8][C:4]=3[N:5]=[CH:6][N:7]=2)[CH:23]=[CH:24][C:25]=1[F:26]. The yield is 0.500. (3) The reactants are [Br:1][C:2]1[CH:7]=[CH:6][C:5]([S:8](Cl)(=[O:10])=[O:9])=[CH:4][CH:3]=1.[CH2:12]([CH2:14][NH2:15])[OH:13]. No catalyst specified. The product is [Br:1][C:2]1[CH:7]=[CH:6][C:5]([S:8]([NH:15][CH2:14][CH2:12][OH:13])(=[O:10])=[O:9])=[CH:4][CH:3]=1. The yield is 0.980. (4) The reactants are C([O:8][C:9]1[CH:10]=[C:11]([CH2:15][CH2:16][N:17]([CH:24]2[CH2:28][CH2:27][O:26][CH2:25]2)[CH2:18][C:19]([N:21]([CH3:23])[CH3:22])=[O:20])[CH:12]=[CH:13][CH:14]=1)C1C=CC=CC=1. The catalyst is C(O)C.[Pd]. The product is [OH:8][C:9]1[CH:10]=[C:11]([CH2:15][CH2:16][N:17]([CH:24]2[CH2:28][CH2:27][O:26][CH2:25]2)[CH2:18][C:19]([N:21]([CH3:22])[CH3:23])=[O:20])[CH:12]=[CH:13][CH:14]=1. The yield is 0.960. (5) The reactants are [OH:1][C:2]1[CH:13]=[CH:12][C:5]([C:6]([N:8]([O:10][CH3:11])[CH3:9])=[O:7])=[CH:4][N:3]=1.CI.[C:16](=O)([O-])[O-].[K+].[K+].ClCCl. The catalyst is CN(C)C=O.O. The product is [CH3:11][O:10][N:8]([CH3:9])[C:6]([C:5]1[CH:12]=[CH:13][C:2](=[O:1])[N:3]([CH3:16])[CH:4]=1)=[O:7]. The yield is 0.690. (6) The reactants are C(O)(C(F)(F)F)=O.[CH2:8]([O:15][NH:16][C@H:17]1[CH2:22][N:21](C(OC(C)(C)C)=O)[C@H:20]([C:30]([O:32][CH2:33][CH3:34])=[O:31])[CH2:19][CH2:18]1)[C:9]1[CH:14]=[CH:13][CH:12]=[CH:11][CH:10]=1. The catalyst is C(Cl)Cl. The product is [CH2:8]([O:15][NH:16][C@H:17]1[CH2:22][NH:21][C@H:20]([C:30]([O:32][CH2:33][CH3:34])=[O:31])[CH2:19][CH2:18]1)[C:9]1[CH:10]=[CH:11][CH:12]=[CH:13][CH:14]=1. The yield is 0.950. (7) The reactants are CN([P+](ON1N=[N:19][C:14]2[CH:15]=[CH:16][CH:17]=[CH:18][C:13]1=2)(N(C)C)N(C)C)C.F[P-](F)(F)(F)(F)F.C([N:31]([CH2:35]C)[CH:32]([CH3:34])[CH3:33])(C)C.Cl.CNOC.CN(C(OCC1C2C(=CC=CC=2)C2C1=CC=CC=2)=O)[C@H](C(O)=O)C[O:46][CH2:47][C:48]1[CH:53]=[CH:52][CH:51]=[CH:50][CH:49]=1.[H-].[Li+].[Al+3].[H-].[H-].[H-].[Cl-].[NH4+].NC1C=C2C([CH:87]=[C:88]([C:94]3[CH:99]=[CH:98][CH:97]=[CH:96][C:95]=3[C:100]([F:103])([F:102])[F:101])[NH:89][C:90]2=[O:93])=CC=1.C([BH3-])#N.[Na+].C(=O)(O)[O-].[Na+].N1CCCCC1. The catalyst is ClCCl.C(O)(=O)C. The product is [CH2:47]([O:46][CH2:34][C@H:32]([NH:31][CH3:35])[CH2:33][NH:19][C:14]1[CH:13]=[C:18]2[C:17]([CH:87]=[C:88]([C:94]3[CH:99]=[CH:98][CH:97]=[CH:96][C:95]=3[C:100]([F:101])([F:102])[F:103])[NH:89][C:90]2=[O:93])=[CH:16][CH:15]=1)[C:48]1[CH:53]=[CH:52][CH:51]=[CH:50][CH:49]=1. The yield is 0.310.